Dataset: Full USPTO retrosynthesis dataset with 1.9M reactions from patents (1976-2016). Task: Predict the reactants needed to synthesize the given product. (1) Given the product [Cl:9][C:10]1[CH:15]=[CH:14][C:13]2[N:16]([CH2:26][CH2:27][N:3]3[CH2:4][CH2:5][CH2:6][C:2]3([CH3:7])[CH3:1])[C:22]3[CH2:21][CH2:20][N:19]([CH3:18])[CH2:24][C:23]=3[C:12]=2[CH:11]=1, predict the reactants needed to synthesize it. The reactants are: [CH3:1][C:2]1([CH3:7])[CH2:6][CH2:5][CH2:4][NH:3]1.Cl.[Cl:9][C:10]1[CH:15]=[CH:14][C:13]([NH:16]N)=[CH:12][CH:11]=1.[CH3:18][N:19]1[CH2:24][CH2:23][C:22](=O)[CH2:21][CH2:20]1.[CH2:26](N(CC)CC)[CH3:27]. (2) Given the product [CH3:24][O:25][C:26]1[CH:27]=[C:28]([CH:31]=[CH:32][CH:33]=1)[CH2:29][S:23][C:21]1[O:22][C:18]([C:15]2[CH:16]=[CH:17][C:12]3[O:11][CH:10]=[C:9]([C:6]4[CH:5]=[CH:4][C:3]([O:2][CH3:1])=[CH:8][CH:7]=4)[C:13]=3[CH:14]=2)=[N:19][N:20]=1, predict the reactants needed to synthesize it. The reactants are: [CH3:1][O:2][C:3]1[CH:8]=[CH:7][C:6]([C:9]2[C:13]3[CH:14]=[C:15]([C:18]4[O:22][C:21]([SH:23])=[N:20][N:19]=4)[CH:16]=[CH:17][C:12]=3[O:11][CH:10]=2)=[CH:5][CH:4]=1.[CH3:24][O:25][C:26]1[CH:27]=[C:28]([CH:31]=[CH:32][CH:33]=1)[CH2:29]Cl. (3) The reactants are: [F:1][C:2]1[CH:7]=[CH:6][C:5]([N:8]2[C:17]3[C:12](=[CH:13][C:14]([CH:18]=C)=[CH:15][CH:16]=3)[C:11](=[O:20])[C:10]([C:21]([NH2:23])=[O:22])=[CH:9]2)=[CH:4][CH:3]=1.CC(C)=[O:26].O.I([O-])(=O)(=O)=O.[Na+]. Given the product [F:1][C:2]1[CH:3]=[CH:4][C:5]([N:8]2[C:17]3[C:12](=[CH:13][C:14]([CH:18]=[O:26])=[CH:15][CH:16]=3)[C:11](=[O:20])[C:10]([C:21]([NH2:23])=[O:22])=[CH:9]2)=[CH:6][CH:7]=1, predict the reactants needed to synthesize it. (4) Given the product [ClH:64].[ClH:64].[C:8]([N:17]1[CH2:18][CH2:19][CH:20]([C:23]([N:25]2[CH2:29][C@@H:28]([CH:30]3[CH2:31][CH2:32][N:33]([S:36]([CH3:39])(=[O:38])=[O:37])[CH2:34][CH2:35]3)[CH2:27][C@H:26]2[C:40]2[NH:41][C:42]([C:45]3[CH:50]=[CH:49][C:48]([NH:51][C:52](=[O:53])[O:54][CH3:55])=[CH:47][CH:46]=3)=[CH:43][N:44]=2)=[O:24])[CH2:21][CH2:22]1)(=[NH:7])[NH2:9], predict the reactants needed to synthesize it. The reactants are: CC(OC(=O)[NH:7][C:8]([N:17]1[CH2:22][CH2:21][CH:20]([C:23]([N:25]2[CH2:29][C@@H:28]([CH:30]3[CH2:35][CH2:34][N:33]([S:36]([CH3:39])(=[O:38])=[O:37])[CH2:32][CH2:31]3)[CH2:27][C@H:26]2[C:40]2[NH:41][C:42]([C:45]3[CH:50]=[CH:49][C:48]([NH:51][C:52]([O:54][CH3:55])=[O:53])=[CH:47][CH:46]=3)=[CH:43][N:44]=2)=[O:24])[CH2:19][CH2:18]1)=[N:9]C(=O)OC(C)(C)C)(C)C.FC(F)(F)C(O)=O.[Cl:64]CCl. (5) Given the product [NH:2]([C:9]1[C:14]([Cl:15])=[CH:13][N:12]=[C:11]([NH:17][C:18]2[CH:26]=[CH:25][C:21]([C:22]([OH:24])=[O:23])=[CH:20][CH:19]=2)[N:10]=1)[C:3]1[CH:8]=[CH:7][CH:6]=[CH:5][CH:4]=1, predict the reactants needed to synthesize it. The reactants are: Cl.[NH:2]([C:9]1[C:14]([Cl:15])=[CH:13][N:12]=[C:11](Cl)[N:10]=1)[C:3]1[CH:8]=[CH:7][CH:6]=[CH:5][CH:4]=1.[NH2:17][C:18]1[CH:26]=[CH:25][C:21]([C:22]([OH:24])=[O:23])=[CH:20][CH:19]=1.CC(C)=O.